This data is from Full USPTO retrosynthesis dataset with 1.9M reactions from patents (1976-2016). The task is: Predict the reactants needed to synthesize the given product. (1) The reactants are: [F:1][C@H:2]1[C@@H:7]([O:8][C:9]2[CH:16]=[CH:15][C:14]([C:17]3[N:22]=[C:21]([NH:23][C:24]4[CH:29]=[CH:28][C:27]([N:30]5[CH2:35][CH2:34][N:33]([CH:36]6[CH2:39][O:38][CH2:37]6)[CH2:32][CH2:31]5)=[CH:26][CH:25]=4)[N:20]=[CH:19][N:18]=3)=[CH:13][C:10]=2[C:11]#[N:12])[CH2:6][CH2:5][NH:4][CH2:3]1.C(OC([N:47]1[CH2:52][CH2:51][CH2:50][CH2:49][C@H:48]1[C:53](O)=[O:54])=O)(C)(C)C.CN(C(ON1N=NC2C=CC=NC1=2)=[N+](C)C)C.F[P-](F)(F)(F)(F)F. Given the product [F:1][C@H:2]1[C@@H:7]([O:8][C:9]2[CH:16]=[CH:15][C:14]([C:17]3[N:22]=[C:21]([NH:23][C:24]4[CH:29]=[CH:28][C:27]([N:30]5[CH2:31][CH2:32][N:33]([CH:36]6[CH2:39][O:38][CH2:37]6)[CH2:34][CH2:35]5)=[CH:26][CH:25]=4)[N:20]=[CH:19][N:18]=3)=[CH:13][C:10]=2[C:11]#[N:12])[CH2:6][CH2:5][N:4]([C:53]([C@@H:48]2[CH2:49][CH2:50][CH2:51][CH2:52][NH:47]2)=[O:54])[CH2:3]1, predict the reactants needed to synthesize it. (2) Given the product [C:21]([N:20]1[C:2](=[O:8])[C:3](=[O:5])[N:17]([C:14]2[CH:13]=[CH:12][C:11]([C:9]#[N:10])=[CH:16][CH:15]=2)[C:18]1=[S:19])([CH3:24])([CH3:22])[CH3:23], predict the reactants needed to synthesize it. The reactants are: Cl[C:2](=[O:8])[C:3]([O:5]CC)=O.[C:9]([C:11]1[CH:16]=[CH:15][C:14]([NH:17][C:18]([NH:20][C:21]([CH3:24])([CH3:23])[CH3:22])=[S:19])=[CH:13][CH:12]=1)#[N:10]. (3) Given the product [N:1]1[CH:6]=[CH:5][CH:4]=[CH:3][C:2]=1[C:7]([O:9][C@H:25]([C@@H:47]([NH:55][C:56](=[O:75])[C@H:57]([CH2:71][C:72](=[O:74])[NH2:73])[NH:58][C:59]([C:61]1[CH:70]=[CH:69][C:68]2[C:63](=[CH:64][CH:65]=[CH:66][CH:67]=2)[N:62]=1)=[O:60])[CH2:48][C:49]1[CH:50]=[CH:51][CH:52]=[CH:53][CH:54]=1)[CH2:26][N:27]([CH2:40][C:41]1[CH:42]=[CH:43][CH:44]=[CH:45][CH:46]=1)[NH:28][C:29](=[O:39])[C@H:30]([CH:36]([CH3:38])[CH3:37])[NH:31][C:32]([O:34][CH3:35])=[O:33])=[O:8], predict the reactants needed to synthesize it. The reactants are: [N:1]1[CH:6]=[CH:5][CH:4]=[CH:3][C:2]=1[C:7]([OH:9])=[O:8].ClC(N(C)C)=C(C)C.N1C=CC=CC=1.O[C@H:25]([C@@H:47]([NH:55][C:56](=[O:75])[C@H:57]([CH2:71][C:72](=[O:74])[NH2:73])[NH:58][C:59]([C:61]1[CH:70]=[CH:69][C:68]2[C:63](=[CH:64][CH:65]=[CH:66][CH:67]=2)[N:62]=1)=[O:60])[CH2:48][C:49]1[CH:54]=[CH:53][CH:52]=[CH:51][CH:50]=1)[CH2:26][N:27]([CH2:40][C:41]1[CH:46]=[CH:45][CH:44]=[CH:43][CH:42]=1)[NH:28][C:29](=[O:39])[C@H:30]([CH:36]([CH3:38])[CH3:37])[NH:31][C:32]([O:34][CH3:35])=[O:33].